Task: Predict the reactants needed to synthesize the given product.. Dataset: Full USPTO retrosynthesis dataset with 1.9M reactions from patents (1976-2016) (1) Given the product [ClH:82].[C:27]([NH:31][C:32]1[N:36]2[CH:37]=[CH:38][N:39]=[CH:40][C:35]2=[N:34][C:33]=1[C:41]1[S:42][C:43]([C:46]#[C:47][C:53]2[CH:57]=[CH:56][S:55][CH:54]=2)=[CH:44][CH:45]=1)([CH3:30])([CH3:29])[CH3:28], predict the reactants needed to synthesize it. The reactants are: C1(P(C2C=CC=CC=2)C2C=CC=CC=2)C=CC=CC=1.CCN(CC)CC.[C:27]([NH:31][C:32]1[N:36]2[CH:37]=[CH:38][N:39]=[CH:40][C:35]2=[N:34][C:33]=1[C:41]1[S:42][C:43]([C:46]#[C:47][Si](C)(C)C)=[CH:44][CH:45]=1)([CH3:30])([CH3:29])[CH3:28].Br[C:53]1[CH:57]=[CH:56][S:55][CH:54]=1.[F-].C([N+](CCCC)(CCCC)CCCC)CCC.C([O-])([O-])=O.[Na+].[Na+].[ClH:82]. (2) Given the product [CH2:1]([O:8][C@@H:9]1[C@@H:14]([O:15][CH2:16][C:17]2[CH:22]=[CH:21][CH:20]=[CH:19][CH:18]=2)[C@H:13]([O:23][CH2:24][C:25]2[CH:30]=[CH:29][CH:28]=[CH:27][CH:26]=2)[C@@H:12]([CH2:31][O:32][CH2:33][C:34]2[CH:39]=[CH:38][CH:37]=[CH:36][CH:35]=2)[O:11][C@H:10]1[N:40]1[C:48]2[C:43](=[C:44]([CH3:49])[CH:45]=[CH:46][CH:47]=2)[C:42]([CH2:50][C:51]2[CH:56]=[CH:55][C:54]([C:57]([OH:59])=[O:58])=[CH:53][CH:52]=2)=[CH:41]1)[C:2]1[CH:3]=[CH:4][CH:5]=[CH:6][CH:7]=1, predict the reactants needed to synthesize it. The reactants are: [CH2:1]([O:8][C@@H:9]1[C@@H:14]([O:15][CH2:16][C:17]2[CH:22]=[CH:21][CH:20]=[CH:19][CH:18]=2)[C@H:13]([O:23][CH2:24][C:25]2[CH:30]=[CH:29][CH:28]=[CH:27][CH:26]=2)[C@@H:12]([CH2:31][O:32][CH2:33][C:34]2[CH:39]=[CH:38][CH:37]=[CH:36][CH:35]=2)[O:11][C@H:10]1[N:40]1[C:48]2[C:43](=[C:44]([CH3:49])[CH:45]=[CH:46][CH:47]=2)[C:42]([CH2:50][C:51]2[CH:56]=[CH:55][C:54]([C:57]([O:59]C(C)(C)C)=[O:58])=[CH:53][CH:52]=2)=[CH:41]1)[C:2]1[CH:7]=[CH:6][CH:5]=[CH:4][CH:3]=1.FC(F)(F)C(O)=O. (3) Given the product [NH2:1][C:2]1[CH:10]=[C:9]([F:11])[C:8]([Cl:12])=[CH:7][C:3]=1[CH2:4][OH:5], predict the reactants needed to synthesize it. The reactants are: [NH2:1][C:2]1[CH:10]=[C:9]([F:11])[C:8]([Cl:12])=[CH:7][C:3]=1[C:4](O)=[O:5].B.C1COCC1.[Na+].[Cl-]. (4) Given the product [OH-:19].[NH4+:3].[CH3:8][C:9]([C:27]1[CH:32]=[CH:31][C:30]([C:33]2[CH:34]=[CH:35][C:36]3[N:37]([C:41]([CH2:42][CH:43]4[CH2:44][CH2:45][N:46]([C:49]([O:51][C:52]([CH3:55])([CH3:54])[CH3:53])=[O:50])[CH2:47][CH2:48]4)=[N:40][N:39]=3)[N:38]=2)=[CH:29][CH:28]=1)([C:13]1[CH:14]=[CH:15][C:16]([O:19][CH2:20][C:21]2[CH:26]=[CH:25][CH:24]=[CH:23][N:22]=2)=[CH:17][CH:18]=1)[CH:10]([CH3:12])[CH3:11], predict the reactants needed to synthesize it. The reactants are: C([N:3](CC)CC)C.[CH3:8][C:9]([C:27]1[CH:32]=[CH:31][C:30]([C:33]2[N:38]=[N:37][C:36]([NH:39][NH:40][C:41](=O)[CH2:42][CH:43]3[CH2:48][CH2:47][N:46]([C:49]([O:51][C:52]([CH3:55])([CH3:54])[CH3:53])=[O:50])[CH2:45][CH2:44]3)=[CH:35][CH:34]=2)=[CH:29][CH:28]=1)([C:13]1[CH:18]=[CH:17][C:16]([O:19][CH2:20][C:21]2[CH:26]=[CH:25][CH:24]=[CH:23][N:22]=2)=[CH:15][CH:14]=1)[CH:10]([CH3:12])[CH3:11]. (5) Given the product [N+:9]([C:12]1[CH:13]=[CH:14][C:15]([C:18]2[CH:23]=[CH:22][C:21]([S:24]([NH:1][C@@H:2]([C:6]([OH:8])=[O:7])[CH:3]([CH3:5])[CH3:4])(=[O:26])=[O:25])=[CH:20][CH:19]=2)=[CH:16][CH:17]=1)([O-:11])=[O:10], predict the reactants needed to synthesize it. The reactants are: [NH2:1][C@@H:2]([C:6]([OH:8])=[O:7])[CH:3]([CH3:5])[CH3:4].[N+:9]([C:12]1[CH:17]=[CH:16][C:15]([C:18]2[CH:23]=[CH:22][C:21]([S:24](Cl)(=[O:26])=[O:25])=[CH:20][CH:19]=2)=[CH:14][CH:13]=1)([O-:11])=[O:10].C(N(CC)CC)C. (6) The reactants are: C([O-])([O-])=O.[K+].[K+].[CH2:7](Br)[C:8]1[CH:13]=[CH:12][CH:11]=[CH:10][CH:9]=1.[OH:15][C:16]1[CH:24]=[CH:23][CH:22]=[C:21]([OH:25])[C:17]=1[C:18]([NH2:20])=[O:19]. Given the product [CH2:7]([O:15][C:16]1[C:17]([C:18]([NH2:20])=[O:19])=[C:21]([OH:25])[CH:22]=[CH:23][CH:24]=1)[C:8]1[CH:13]=[CH:12][CH:11]=[CH:10][CH:9]=1, predict the reactants needed to synthesize it. (7) The reactants are: C([Li])CCC.[O:6]1[CH:11]=[CH:10][CH2:9][CH2:8][CH2:7]1.C([Si]([O:19][CH2:20][CH2:21][CH2:22][CH2:23]I)(C)C)(C)(C)C.[F-].C([N+](CCCC)(CCCC)CCCC)CCC. Given the product [O:6]1[C:7]([CH2:23][CH2:22][CH2:21][CH2:20][OH:19])=[CH:8][CH2:9][CH2:10][CH2:11]1, predict the reactants needed to synthesize it. (8) Given the product [Br:1][C:15]1[C:10]([C:7]2[CH:8]=[CH:9][C:4]([N:3]([CH3:19])[CH3:2])=[CH:5][CH:6]=2)=[N:11][C:12]([O:17][CH3:18])=[CH:13][CH:14]=1, predict the reactants needed to synthesize it. The reactants are: [BrH:1].[CH3:2][N:3]([CH3:19])[C:4]1[CH:9]=[CH:8][C:7]([C:10]2[C:15](N)=[CH:14][CH:13]=[C:12]([O:17][CH3:18])[N:11]=2)=[CH:6][CH:5]=1.N([O-])=O.[Na+].S(OS([O-])=O)([O-])=O.[Na+].[Na+].[OH-].[Na+].